The task is: Regression. Given a peptide amino acid sequence and an MHC pseudo amino acid sequence, predict their binding affinity value. This is MHC class II binding data.. This data is from Peptide-MHC class II binding affinity with 134,281 pairs from IEDB. The peptide sequence is ILPIAEMSVVAMEFG. The MHC is DRB1_0404 with pseudo-sequence DRB1_0404. The binding affinity (normalized) is 0.762.